From a dataset of Catalyst prediction with 721,799 reactions and 888 catalyst types from USPTO. Predict which catalyst facilitates the given reaction. (1) Reactant: Cl.[CH3:2][O:3][C:4]1[CH:5]=[C:6]([CH:8]=[CH:9][C:10]=1[N:11]1[CH:15]=[C:14]([CH3:16])[N:13]=[CH:12]1)[NH2:7].[N:17]#[C:18][NH2:19].Cl. Product: [CH3:2][O:3][C:4]1[CH:5]=[C:6]([NH:7][C:18]([NH2:19])=[NH:17])[CH:8]=[CH:9][C:10]=1[N:11]1[CH:15]=[C:14]([CH3:16])[N:13]=[CH:12]1. The catalyst class is: 40. (2) Reactant: [N+:1]([C:4]1[C:5]([O:10][CH:11]2[CH2:16][CH2:15][O:14][CH2:13][CH2:12]2)=[N:6][CH:7]=[CH:8][CH:9]=1)([O-])=O.C([O-])=O.[NH4+].C(O)=O. Product: [O:14]1[CH2:15][CH2:16][CH:11]([O:10][C:5]2[C:4]([NH2:1])=[CH:9][CH:8]=[CH:7][N:6]=2)[CH2:12][CH2:13]1. The catalyst class is: 105. (3) Reactant: Cl.[Cl:2][C:3]1[CH:8]=[CH:7][N:6]=[CH:5][C:4]=1[CH3:9].ClN1C(=O)CCC1=O.N(C(C)(C)C#N)=NC(C)(C)C#N.[Cl:30][C:31]1[CH:36]=[CH:35][C:34]([S:37]([O-:39])=[O:38])=[CH:33][CH:32]=1.[Na+].C([O-])(=O)C.[K+]. Product: [Cl:2][C:3]1[CH:8]=[CH:7][N:6]=[CH:5][C:4]=1[CH2:9][S:37]([C:34]1[CH:35]=[CH:36][C:31]([Cl:30])=[CH:32][CH:33]=1)(=[O:39])=[O:38]. The catalyst class is: 53. (4) Reactant: [O:1]1[C:8]2[CH:7]=[C:6]([C:9]([O:11][CH3:12])=[O:10])[NH:5][C:4]=2[CH:3]=[CH:2]1.[OH-].[K+].[I:15]I.Cl. Product: [I:15][C:7]1[C:8]2[O:1][CH:2]=[CH:3][C:4]=2[NH:5][C:6]=1[C:9]([O:11][CH3:12])=[O:10]. The catalyst class is: 18. (5) Reactant: C(O[CH:5]([CH:18]([CH3:20])[CH3:19])[C:6]([C:8]1[C:17]2[C:12](=[CH:13][CH:14]=[CH:15][CH:16]=2)[CH:11]=[CH:10][CH:9]=1)=[O:7])(=O)C.Cl.OC(C(C)C)C(C1C2C(=CC=CC=2)C=CC=1)=O.OC(C1C2C(=CC=CC=2)C=CC=1)C(=O)C(C)C.[N:56]#[C:57][NH2:58]. Product: [NH2:58][C:57]1[O:7][C:6]([C:8]2[C:17]3[C:12](=[CH:13][CH:14]=[CH:15][CH:16]=3)[CH:11]=[CH:10][CH:9]=2)=[C:5]([CH:18]([CH3:20])[CH3:19])[N:56]=1. The catalyst class is: 8. (6) Reactant: [NH2:1][C@@H:2]([CH3:19])[CH2:3][C:4]1[CH:5]=[C:6]([CH:16]=[CH:17][CH:18]=1)[CH2:7][NH:8][C:9](=[O:15])[O:10][C:11]([CH3:14])([CH3:13])[CH3:12].[Cl:20][C:21]1[N:26]=[C:25]([N:27]([C:29]2[CH:34]=[CH:33][N:32]=[C:31](F)[N:30]=2)[CH3:28])[CH:24]=[CH:23][N:22]=1.C(=O)([O-])[O-].[Cs+].[Cs+]. The catalyst class is: 18. Product: [Cl:20][C:21]1[N:26]=[C:25]([N:27]([CH3:28])[C:29]2[CH:34]=[CH:33][N:32]=[C:31]([NH:1][C@@H:2]([CH3:19])[CH2:3][C:4]3[CH:5]=[C:6]([CH:16]=[CH:17][CH:18]=3)[CH2:7][NH:8][C:9](=[O:15])[O:10][C:11]([CH3:12])([CH3:13])[CH3:14])[N:30]=2)[CH:24]=[CH:23][N:22]=1. (7) Reactant: [CH2:1]([O:8][C:9]1[C:10]2[C:11](=[CH:27][N:28]([CH2:30][C:31]3[CH:36]=[CH:35][C:34]([O:37][CH3:38])=[CH:33][CH:32]=3)[N:29]=2)[N:12]=[C:13]([NH:15][C:16]2[CH:21]=[CH:20][C:19]([C:22]([F:25])([F:24])[F:23])=[CH:18][C:17]=2[Cl:26])[N:14]=1)[C:2]1[CH:7]=[CH:6][CH:5]=[CH:4][CH:3]=1.CN(C)C=O.O.[Na].I[CH2:47][CH3:48]. Product: [CH2:1]([O:8][C:9]1[C:10]2[C:11](=[CH:27][N:28]([CH2:30][C:31]3[CH:32]=[CH:33][C:34]([O:37][CH3:38])=[CH:35][CH:36]=3)[N:29]=2)[N:12]=[C:13]([N:15]([C:16]2[CH:21]=[CH:20][C:19]([C:22]([F:25])([F:24])[F:23])=[CH:18][C:17]=2[Cl:26])[CH2:47][CH3:48])[N:14]=1)[C:2]1[CH:7]=[CH:6][CH:5]=[CH:4][CH:3]=1. The catalyst class is: 54.